This data is from Forward reaction prediction with 1.9M reactions from USPTO patents (1976-2016). The task is: Predict the product of the given reaction. (1) Given the reactants [CH:1]1[C:10]2[C:5](=[CH:6][CH:7]=[CH:8][CH:9]=2)[CH:4]=[CH:3][C:2]=1[C:11]1[C:12]([C:18]2[CH:23]=[CH:22][N:21]=[CH:20][CH:19]=2)=[CH:13][C:14](=O)[NH:15][N:16]=1.C(N(C(C)C)CC)(C)C.O=P(Cl)(Cl)[Cl:35], predict the reaction product. The product is: [Cl:35][C:14]1[N:15]=[N:16][C:11]([C:2]2[CH:3]=[CH:4][C:5]3[C:10](=[CH:9][CH:8]=[CH:7][CH:6]=3)[CH:1]=2)=[C:12]([C:18]2[CH:23]=[CH:22][N:21]=[CH:20][CH:19]=2)[CH:13]=1. (2) Given the reactants [CH:1]1([C:4]2[NH:25][C:7]3[N:8]=[N:9][C:10]([CH2:12][CH2:13][CH2:14][CH2:15][N:16]4[CH:20]=[C:19]([C:21]([O:23]C)=[O:22])[N:18]=[N:17]4)=[CH:11][C:6]=3[C:5]=2[F:26])[CH2:3][CH2:2]1.[Li+].[OH-], predict the reaction product. The product is: [CH:1]1([C:4]2[NH:25][C:7]3[N:8]=[N:9][C:10]([CH2:12][CH2:13][CH2:14][CH2:15][N:16]4[CH:20]=[C:19]([C:21]([OH:23])=[O:22])[N:18]=[N:17]4)=[CH:11][C:6]=3[C:5]=2[F:26])[CH2:3][CH2:2]1. (3) Given the reactants [NH2:1][C:2]1[C:6](C(O)=O)=[C:5]([CH2:10][C:11]([OH:13])=[O:12])[NH:4][N:3]=1, predict the reaction product. The product is: [NH2:1][C:2]1[CH:6]=[C:5]([CH2:10][C:11]([OH:13])=[O:12])[NH:4][N:3]=1. (4) Given the reactants [C:1]([C:3]1[CH:4]=[C:5]([O:22]C)[C:6]([NH:9][S:10]([CH2:13][C:14]2[CH:19]=[C:18]([Cl:20])[CH:17]=[C:16]([Cl:21])[CH:15]=2)(=[O:12])=[O:11])=[N:7][CH:8]=1)#[N:2].B(Br)(Br)Br, predict the reaction product. The product is: [C:1]([C:3]1[CH:4]=[C:5]([OH:22])[C:6]([NH:9][S:10]([CH2:13][C:14]2[CH:19]=[C:18]([Cl:20])[CH:17]=[C:16]([Cl:21])[CH:15]=2)(=[O:12])=[O:11])=[N:7][CH:8]=1)#[N:2]. (5) Given the reactants Br[C:2]1[N:3]=[CH:4][C:5]([N:8]2[C:12]3[CH:13]=[CH:14][C:15]([C:17]([O:19][CH3:20])=[O:18])=[CH:16][C:11]=3[N:10]=[C:9]2[C:21]([F:24])([F:23])[F:22])=[N:6][CH:7]=1.[F:25][C:26]1[CH:34]=[CH:33][CH:32]=[C:31]([F:35])[C:27]=1[C:28]([NH2:30])=[O:29].[O-]P([O-])([O-])=O.[K+].[K+].[K+].O.C(N)CN, predict the reaction product. The product is: [F:25][C:26]1[CH:34]=[CH:33][CH:32]=[C:31]([F:35])[C:27]=1[C:28]([NH:30][C:2]1[N:3]=[CH:4][C:5]([N:8]2[C:12]3[CH:13]=[CH:14][C:15]([C:17]([O:19][CH3:20])=[O:18])=[CH:16][C:11]=3[N:10]=[C:9]2[C:21]([F:22])([F:24])[F:23])=[N:6][CH:7]=1)=[O:29]. (6) Given the reactants [NH2:1][C:2]1[CH:3]=[C:4]([C:37]2[CH:38]=[CH:39][C:40]3[N:41]([C:44](=[O:47])[NH:45][N:46]=3)[C:42]=2[CH3:43])[C:5]([C@@H:8]([NH:18][C:19](=[O:36])[CH2:20][N:21]2[C:25]3[C:26]([F:31])([F:30])[C@@H:27]4[CH2:29][C@@H:28]4[C:24]=3[C:23]([C:32]([F:35])([F:34])[F:33])=[N:22]2)[CH2:9][C:10]2[CH:15]=[C:14]([F:16])[CH:13]=[C:12]([F:17])[CH:11]=2)=[N:6][CH:7]=1.N1C=CC=CC=1.[F:54][C:55]([F:66])([F:65])[C:56](O[C:56](=[O:57])[C:55]([F:66])([F:65])[F:54])=[O:57], predict the reaction product. The product is: [F:30][C:26]1([F:31])[C:25]2[N:21]([CH2:20][C:19]([NH:18][C@H:8]([C:5]3[N:6]=[CH:7][C:2]([NH:1][C:56](=[O:57])[C:55]([F:66])([F:65])[F:54])=[CH:3][C:4]=3[C:37]3[CH:38]=[CH:39][C:40]4[N:41]([C:44](=[O:47])[NH:45][N:46]=4)[C:42]=3[CH3:43])[CH2:9][C:10]3[CH:11]=[C:12]([F:17])[CH:13]=[C:14]([F:16])[CH:15]=3)=[O:36])[N:22]=[C:23]([C:32]([F:34])([F:35])[F:33])[C:24]=2[C@H:28]2[CH2:29][C@@H:27]12. (7) The product is: [OH:33][C:15]1[CH:14]=[C:13]([CH:18]=[CH:17][C:16]=1[N:19]1[CH2:20][C:21](=[O:32])[NH:22][S:23]1(=[O:25])=[O:24])[CH2:12][C:3]1[C:2]([NH:1][S:42]([CH3:41])(=[O:44])=[O:43])=[CH:11][C:10]2[C:5]([CH:4]=1)=[CH:6][CH:7]=[CH:8][CH:9]=2. Given the reactants [NH2:1][C:2]1[C:3]([CH2:12][C:13]2[CH:18]=[CH:17][C:16]([N:19]3[S:23](=[O:25])(=[O:24])[N:22](CC[Si](C)(C)C)[C:21](=[O:32])[CH2:20]3)=[C:15]([O:33]CC3C=CC=CC=3)[CH:14]=2)=[CH:4][C:5]2[C:10]([CH:11]=1)=[CH:9][CH:8]=[CH:7][CH:6]=2.[CH3:41][S:42](Cl)(=[O:44])=[O:43], predict the reaction product. (8) Given the reactants C([O:3][C:4]([C:6]1([C:9]2[CH:14]=[CH:13][C:12]([C:15]3[CH:20]=[CH:19][C:18]([C:21]4[S:22][C:23]([F:40])=[CH:24][C:25]=4[NH:26][C:27]([O:29][CH:30]([C:32]4[CH:37]=[CH:36][C:35]([Cl:38])=[CH:34][C:33]=4[F:39])[CH3:31])=[O:28])=[CH:17][CH:16]=3)=[CH:11][CH:10]=2)[CH2:8][CH2:7]1)=[O:5])C.[OH-].[Na+].Cl, predict the reaction product. The product is: [Cl:38][C:35]1[CH:36]=[CH:37][C:32]([CH:30]([O:29][C:27]([NH:26][C:25]2[CH:24]=[C:23]([F:40])[S:22][C:21]=2[C:18]2[CH:19]=[CH:20][C:15]([C:12]3[CH:13]=[CH:14][C:9]([C:6]4([C:4]([OH:5])=[O:3])[CH2:8][CH2:7]4)=[CH:10][CH:11]=3)=[CH:16][CH:17]=2)=[O:28])[CH3:31])=[C:33]([F:39])[CH:34]=1.